Dataset: Reaction yield outcomes from USPTO patents with 853,638 reactions. Task: Predict the reaction yield, written as a fraction of the theoretical maximum amount of product (1.0 means a 100% yield; for example, 0.34 means a 34% yield). (1) The reactants are [CH3:1][O:2][C:3]1[CH:8]=[CH:7][C:6]([O:9][CH2:10][O:11][CH3:12])=[CH:5][N:4]=1.C([Li])(C)(C)C.CCCCC.[F:23][C:24]([F:43])([F:42])[C:25]1[O:29][C:28]([CH2:30][N:31]2[C:39]3[C:34](=[CH:35][CH:36]=[CH:37][CH:38]=3)[C:33](=[O:40])[C:32]2=[O:41])=[CH:27][CH:26]=1.[Cl-].[NH4+]. The catalyst is O1CCCC1.C(OCC)(=O)C.O. The product is [OH:40][C:33]1([C:7]2[C:6]([O:9][CH2:10][O:11][CH3:12])=[CH:5][N:4]=[C:3]([O:2][CH3:1])[CH:8]=2)[C:34]2[C:39](=[CH:38][CH:37]=[CH:36][CH:35]=2)[N:31]([CH2:30][C:28]2[O:29][C:25]([C:24]([F:42])([F:23])[F:43])=[CH:26][CH:27]=2)[C:32]1=[O:41]. The yield is 0.200. (2) The reactants are [Br:1][CH2:2][CH2:3][O:4][C:5]1[CH:18]=[CH:17][C:8]([C:9]([C:11]2[CH:16]=[CH:15][CH:14]=[CH:13][CH:12]=2)=O)=[CH:7][CH:6]=1. The catalyst is Cl[Ti](Cl)(Cl)Cl.[Zn].C1COCC1. The product is [Br:1][CH2:2][CH2:3][O:4][C:5]1[CH:18]=[CH:17][C:8]([C:9]([C:11]2[CH:16]=[CH:15][CH:14]=[CH:13][CH:12]=2)=[C:9]([C:8]2[CH:7]=[CH:6][C:5]([O:4][CH2:3][CH2:2][Br:1])=[CH:18][CH:17]=2)[C:11]2[CH:12]=[CH:13][CH:14]=[CH:15][CH:16]=2)=[CH:7][CH:6]=1. The yield is 0.848. (3) The reactants are [Cl:1][C:2]1[CH:7]=[CH:6][CH:5]=[C:4]([N+:8]([O-])=O)[C:3]=1[CH2:11][S:12][C:13]1[N:18]=[C:17]([OH:19])[CH:16]=[C:15]([CH3:20])[N:14]=1.O.[NH4+].[Cl-]. The catalyst is C(O)C.[Fe]. The product is [NH2:8][C:4]1[CH:5]=[CH:6][CH:7]=[C:2]([Cl:1])[C:3]=1[CH2:11][S:12][C:13]1[N:18]=[C:17]([OH:19])[CH:16]=[C:15]([CH3:20])[N:14]=1. The yield is 0.350. (4) The product is [C:19]1([C:16]2[N:15]=[CH:14][C:13]([C:12]3[NH:8][C:9]([C:25]4[CH:26]=[CH:27][CH:28]=[CH:29][CH:30]=4)=[N:10][CH:11]=3)=[CH:18][N:17]=2)[CH:24]=[CH:23][CH:22]=[CH:21][CH:20]=1. The reactants are C([N:8]1[C:12]([C:13]2[CH:14]=[N:15][C:16]([C:19]3[CH:24]=[CH:23][CH:22]=[CH:21][CH:20]=3)=[N:17][CH:18]=2)=[CH:11][N:10]=[C:9]1[C:25]1[CH:30]=[CH:29][CH:28]=[CH:27][CH:26]=1)C1C=CC=CC=1.C([O-])=O.[NH4+]. The catalyst is CO.[Pd]. The yield is 0.570. (5) The reactants are Cl[C:2]1[CH:3]=[C:4]([CH:8]=[CH:9][C:10]=1Cl)[C:5]([OH:7])=[O:6].[F:12][C:13]([F:24])([F:23])[C:14]1[CH:19]=[CH:18][C:17](B(O)O)=[CH:16][CH:15]=1.P([O-])([O-])([O-])=O.[K+].[K+].[K+]. The catalyst is Cl[Pd]Cl.C1(C)C=CC=CC=1. The product is [F:12][C:13]([F:24])([F:23])[C:14]1[CH:19]=[CH:18][C:17]([C:2]2[CH:3]=[C:4]([CH:8]=[CH:9][C:10]=2[C:17]2[CH:18]=[CH:19][C:14]([C:13]([F:24])([F:23])[F:12])=[CH:15][CH:16]=2)[C:5]([OH:7])=[O:6])=[CH:16][CH:15]=1. The yield is 0.0300. (6) The reactants are [CH2:1]([C:3]1[N:4]([C:14]2[CH:19]=[CH:18][C:17]([F:20])=[CH:16][CH:15]=2)[C:5](=[O:13])[C:6]2[CH:12]=[CH:11][CH:10]=[N:9][C:7]=2[N:8]=1)[CH3:2].C([O-])(=O)C.[Na+].[Br:26]Br. The yield is 0.850. The catalyst is C(O)(=O)C. The product is [Br:26][CH:1]([C:3]1[N:4]([C:14]2[CH:19]=[CH:18][C:17]([F:20])=[CH:16][CH:15]=2)[C:5](=[O:13])[C:6]2[CH:12]=[CH:11][CH:10]=[N:9][C:7]=2[N:8]=1)[CH3:2]. (7) The reactants are [Cl:1][C:2]1[C:10]2[N:9]=[C:8]3[NH:11][CH2:12][CH2:13][N:7]3[C:6]=2[C:5]([CH:14]([CH2:17][CH3:18])[CH2:15][CH3:16])=[CH:4][CH:3]=1.[H-].[Na+].[CH3:21][C:22]1[CH:27]=[C:26]([CH3:28])[C:25]([C:29](C)=[O:30])=[C:24]([CH3:32])[CH:23]=1. The catalyst is CN(C)C=O.O. The product is [Cl:1][C:2]1[C:10]2[N:9]=[C:8]3[N:11]([C:29]([C:25]4[C:24]([CH3:32])=[CH:23][C:22]([CH3:21])=[CH:27][C:26]=4[CH3:28])=[O:30])[CH2:12][CH2:13][N:7]3[C:6]=2[C:5]([CH:14]([CH2:17][CH3:18])[CH2:15][CH3:16])=[CH:4][CH:3]=1. The yield is 0.470.